The task is: Binary Classification. Given a miRNA mature sequence and a target amino acid sequence, predict their likelihood of interaction.. This data is from Experimentally validated miRNA-target interactions with 360,000+ pairs, plus equal number of negative samples. (1) The protein sequence of the target gene is MYPASPPAGPALHPVPHRARLPQPRCLAEPPRSPAPGPGSTARPPPPPAPGPRPRVAVKMTFRKAYSIKDKLQAIERVKGGERQASVCRDFGVPGGTLRGWLKDEPKLRWFLDQLGGEVGTQRKKMRLANEEEIDRAVYSWFLTLRQHGVPLSGPVIQAQAEAFARQIYGPECTFKASHGWFWRWQKRHGISSQRIYGEAESPVAGPAPVKEEPAQSPGAVLVPDGAPATLPHSEGGYGDEQIYNANVTGLYWRLLPEQASTPGTGDSKEPGGCSRRWRSDRVTVLLAANLTGSHKLKPL.... Result: 1 (interaction). The miRNA is mmu-miR-466a-3p with sequence UAUACAUACACGCACACAUAAGA. (2) The miRNA is hsa-miR-7852-3p with sequence UAUGUAGUAGUCAAAGGCAUUU. The protein sequence of the target gene is MATQADLMELDMAMEPDRKAAVSHWQQQSYLDSGIHSGATTTAPSLSGKGNPEEEDVDTSQVLYEWEQGFSQSFTQEQVADIDGQYAMTRAQRVRAAMFPETLDEGMQIPSTQFDAAHPTNVQRLAEPSQMLKHAVVNLINYQDDAELATRAIPELTKLLNDEDQVVVNKAAVMVHQLSKKEASRHAIMRSPQMVSAIVRTMQNTNDVETARCTAGTLHNLSHHREGLLAIFKSGGIPALVKMLGSPVDSVLFYAITTLHNLLLHQEGAKMAVRLAGGLQKMVALLNKTNVKFLAITTDC.... Result: 0 (no interaction).